Predict the product of the given reaction. From a dataset of Forward reaction prediction with 1.9M reactions from USPTO patents (1976-2016). (1) Given the reactants [CH2:1]([O:3][C:4]1[CH:11]=[CH:10][CH:9]=[C:6]([CH:7]=[O:8])[C:5]=1[OH:12])[CH3:2].[C:13](=O)([O-])[O-].[K+].[K+].S(OC)(OC)(=O)=O, predict the reaction product. The product is: [CH2:1]([O:3][C:4]1[C:5]([O:12][CH3:13])=[C:6]([CH:9]=[CH:10][CH:11]=1)[CH:7]=[O:8])[CH3:2]. (2) The product is: [CH3:30][C:28]1[CH:27]=[CH:26][N:25]=[C:24]([NH:23][C:19]2[N:18]=[C:17]([C:14]3[S:13][C:12]([N:9]4[CH2:8][CH2:7][CH:6]([CH2:5][CH2:4][C:3]([OH:31])=[O:2])[CH2:11][CH2:10]4)=[N:16][CH:15]=3)[CH:22]=[CH:21][CH:20]=2)[CH:29]=1. Given the reactants C[O:2][C:3](=[O:31])[CH2:4][CH2:5][CH:6]1[CH2:11][CH2:10][N:9]([C:12]2[S:13][C:14]([C:17]3[CH:22]=[CH:21][CH:20]=[C:19]([NH:23][C:24]4[CH:29]=[C:28]([CH3:30])[CH:27]=[CH:26][N:25]=4)[N:18]=3)=[CH:15][N:16]=2)[CH2:8][CH2:7]1.[OH-].[Na+], predict the reaction product. (3) The product is: [Cl:1][C:2]1[C:10]2[C:9]([S:11][CH2:12][C:13]([OH:15])=[O:14])=[N:8][CH:7]=[N:6][C:5]=2[S:4][C:3]=1[CH:17]([CH3:19])[CH3:18]. Given the reactants [Cl:1][C:2]1[C:10]2[C:9]([S:11][CH2:12][C:13]([O:15]C)=[O:14])=[N:8][CH:7]=[N:6][C:5]=2[S:4][C:3]=1[CH:17]([CH3:19])[CH3:18].[OH-].[Na+], predict the reaction product. (4) Given the reactants [Cl:1][C:2]1[C:7]([CH3:8])=[C:6]([N+:9]([O-])=O)[C:5]([C:12]2[CH:17]=[C:16]([F:18])[CH:15]=[C:14]([F:19])[CH:13]=2)=[C:4]([C:20](=[O:22])[CH3:21])[CH:3]=1.[H][H], predict the reaction product. The product is: [NH2:9][C:6]1[C:5]([C:12]2[CH:13]=[C:14]([F:19])[CH:15]=[C:16]([F:18])[CH:17]=2)=[C:4]([C:20](=[O:22])[CH3:21])[CH:3]=[C:2]([Cl:1])[C:7]=1[CH3:8]. (5) Given the reactants [N:1]1[CH:6]=[CH:5][CH:4]=[C:3]([C:7]2[NH:8][C:9]3[C:14]([CH:15]=2)=[CH:13][C:12]([C:16]#[N:17])=[CH:11][CH:10]=3)[CH:2]=1.C[Si]([N-][Si](C)(C)C)(C)C.[K+].C1(C)C=CC=CC=1.[C:35]([C:37]1[CH:38]=[C:39]([CH:43]=[CH:44][CH:45]=1)[C:40](Cl)=[O:41])#[N:36], predict the reaction product. The product is: [C:35]([C:37]1[CH:38]=[C:39]([CH:43]=[CH:44][CH:45]=1)[C:40]([N:8]1[C:9]2[C:14](=[CH:13][C:12]([C:16]#[N:17])=[CH:11][CH:10]=2)[CH:15]=[C:7]1[C:3]1[CH:2]=[N:1][CH:6]=[CH:5][CH:4]=1)=[O:41])#[N:36]. (6) Given the reactants [F:1][C:2]1[CH:3]=[C:4]([CH:7]=[CH:8][C:9]=1[F:10])[CH2:5][OH:6].[H-].[Na+].CS[C:15]1[N:20]=[C:19]([C:21]2[CH:26]=[CH:25][C:24]([Cl:27])=[CH:23][CH:22]=2)[C:18]([C:28]2[CH:33]=[CH:32][C:31]([Cl:34])=[CH:30][C:29]=2[Cl:35])=[CH:17][N:16]=1.[Cl-].[NH4+], predict the reaction product. The product is: [F:1][C:2]1[CH:3]=[C:4]([CH:7]=[CH:8][C:9]=1[F:10])[CH2:5][O:6][C:15]1[N:20]=[C:19]([C:21]2[CH:26]=[CH:25][C:24]([Cl:27])=[CH:23][CH:22]=2)[C:18]([C:28]2[CH:33]=[CH:32][C:31]([Cl:34])=[CH:30][C:29]=2[Cl:35])=[CH:17][N:16]=1. (7) Given the reactants [NH2:1][C:2]1[CH:7]=[CH:6][CH:5]=[CH:4][CH:3]=1.[Na+].[I-].[CH2:10]([N:17]1[CH2:23][CH2:22][CH2:21][O:20][CH:19]([CH2:24]Cl)[CH2:18]1)[C:11]1[CH:16]=[CH:15][CH:14]=[CH:13][CH:12]=1.O, predict the reaction product. The product is: [CH2:10]([N:17]1[CH2:23][CH2:22][CH2:21][O:20][CH:19]([CH2:24][NH:1][C:2]2[CH:7]=[CH:6][CH:5]=[CH:4][CH:3]=2)[CH2:18]1)[C:11]1[CH:12]=[CH:13][CH:14]=[CH:15][CH:16]=1. (8) Given the reactants Cl[C:2]1[N:7]=[C:6]([NH:8][C:9]([C:11]2([C:14]3[CH:24]=[CH:23][C:17]4[O:18][C:19]([F:22])([F:21])[O:20][C:16]=4[CH:15]=3)[CH2:13][CH2:12]2)=[O:10])[CH:5]=[C:4]([CH3:25])[CH:3]=1.[CH3:26][O:27][C:28]1[C:33](B(O)O)=[CH:32][C:31]([CH3:37])=[CH:30][N:29]=1.C([O-])([O-])=O.[Na+].[Na+], predict the reaction product. The product is: [F:21][C:19]1([F:22])[O:18][C:17]2[CH:23]=[CH:24][C:14]([C:11]3([C:9]([NH:8][C:6]4[N:7]=[C:2]([C:33]5[C:28]([O:27][CH3:26])=[N:29][CH:30]=[C:31]([CH3:37])[CH:32]=5)[CH:3]=[C:4]([CH3:25])[CH:5]=4)=[O:10])[CH2:13][CH2:12]3)=[CH:15][C:16]=2[O:20]1. (9) Given the reactants [C:1]([C:5]1[CH:10]=[CH:9][C:8]([NH:11][C:12](=[O:15])[CH2:13]Cl)=[C:7]([N+:16]([O-:18])=[O:17])[CH:6]=1)([CH3:4])([CH3:3])[CH3:2].C1COCC1.[NH:24]1[CH2:28][CH2:27][CH2:26][CH2:25]1.C(N(CC)CC)C, predict the reaction product. The product is: [C:1]([C:5]1[CH:10]=[CH:9][C:8]([NH:11][C:12](=[O:15])[CH2:13][N:24]2[CH2:28][CH2:27][CH2:26][CH2:25]2)=[C:7]([N+:16]([O-:18])=[O:17])[CH:6]=1)([CH3:4])([CH3:3])[CH3:2]. (10) Given the reactants [N+:1]([C:4]1[CH:9]=[CH:8][CH:7]=[CH:6][C:5]=1F)([O-:3])=[O:2].[CH2:11]([O:13][C:14](=[O:22])[CH2:15][CH:16]1[CH2:21][CH2:20][NH:19][CH2:18][CH2:17]1)[CH3:12].C(=O)([O-])[O-].[K+].[K+], predict the reaction product. The product is: [CH2:11]([O:13][C:14](=[O:22])[CH2:15][CH:16]1[CH2:21][CH2:20][N:19]([C:5]2[CH:6]=[CH:7][CH:8]=[CH:9][C:4]=2[N+:1]([O-:3])=[O:2])[CH2:18][CH2:17]1)[CH3:12].